This data is from Cav3 T-type calcium channel HTS with 100,875 compounds. The task is: Binary Classification. Given a drug SMILES string, predict its activity (active/inactive) in a high-throughput screening assay against a specified biological target. (1) The molecule is o1c(nc2n(nc(N)c2c1=O)c1ccc(cc1)C)N(C)C. The result is 0 (inactive). (2) The molecule is S(C(C(=O)N1CCN(CC1)c1c(OC)cccc1)c1ccccc1)c1ccccc1. The result is 1 (active). (3) The molecule is Clc1cc(NS(=O)(=O)c2c(ccc(c2)C(=O)NCc2occc2)C)ccc1. The result is 1 (active).